Dataset: Forward reaction prediction with 1.9M reactions from USPTO patents (1976-2016). Task: Predict the product of the given reaction. (1) Given the reactants [C:1]([O:5][C:6](=[O:43])[N:7]([C@H:9]([C:11](=[O:42])[NH:12][C@@H:13]1[C:19](=[O:20])[N:18]([CH2:21][C:22]2[C:31]3[C:26](=[CH:27][C:28]([C:32](=[NH:35])[NH:33][NH2:34])=[CH:29][CH:30]=3)[CH:25]=[CH:24][C:23]=2[O:36][CH3:37])[C:17]2[CH:38]=[CH:39][CH:40]=[CH:41][C:16]=2[CH2:15][CH2:14]1)[CH3:10])[CH3:8])([CH3:4])([CH3:3])[CH3:2].C(Cl)Cl.[F:47][C:48]([F:59])([F:58])[C:49](O[C:49](=O)[C:48]([F:59])([F:58])[F:47])=O, predict the reaction product. The product is: [C:1]([O:5][C:6](=[O:43])[N:7]([C@H:9]([C:11](=[O:42])[NH:12][C@@H:13]1[C:19](=[O:20])[N:18]([CH2:21][C:22]2[C:31]3[C:26](=[CH:27][C:28]([C:32]4[NH:35][C:49]([C:48]([F:59])([F:58])[F:47])=[N:34][N:33]=4)=[CH:29][CH:30]=3)[CH:25]=[CH:24][C:23]=2[O:36][CH3:37])[C:17]2[CH:38]=[CH:39][CH:40]=[CH:41][C:16]=2[CH2:15][CH2:14]1)[CH3:10])[CH3:8])([CH3:2])([CH3:3])[CH3:4]. (2) Given the reactants [C:1]1([C:7]2([CH3:15])[N:11]([CH3:12])[C:10](=[O:13])[NH:9][C:8]2=[O:14])[CH2:6][CH2:5][CH2:4][CH2:3][CH:2]=1.Cl.Br[CH2:18][C:19]([C:21]1[CH:22]=[N:23][CH:24]=[CH:25][CH:26]=1)=[O:20], predict the reaction product. The product is: [C:1]1([C:7]2([CH3:15])[N:11]([CH3:12])[C:10](=[O:13])[N:9]([CH2:18][C:19](=[O:20])[C:21]3[CH:22]=[N:23][CH:24]=[CH:25][CH:26]=3)[C:8]2=[O:14])[CH2:6][CH2:5][CH2:4][CH2:3][CH:2]=1. (3) Given the reactants [NH2:1][C:2]1[N:7]=[C:6]([C:8]2[O:9][CH:10]=[CH:11][CH:12]=2)[C:5]([C:13]#[N:14])=[C:4](SC)[N:3]=1.[C:17]1([CH2:23][CH2:24][CH2:25][NH2:26])[CH:22]=[CH:21][CH:20]=[CH:19][CH:18]=1, predict the reaction product. The product is: [NH2:1][C:2]1[N:7]=[C:6]([C:8]2[O:9][CH:10]=[CH:11][CH:12]=2)[C:5]([C:13]#[N:14])=[C:4]([NH:26][CH2:25][CH2:24][CH2:23][C:17]2[CH:22]=[CH:21][CH:20]=[CH:19][CH:18]=2)[N:3]=1.